This data is from Forward reaction prediction with 1.9M reactions from USPTO patents (1976-2016). The task is: Predict the product of the given reaction. (1) Given the reactants Cl[C:2]1[N:7]=[C:6]([NH:8][C@H:9]([C:11]2[N:16]=[CH:15][C:14]([F:17])=[CH:13][N:12]=2)[CH3:10])[N:5]=[C:4]([NH:18][C:19]2[N:20]=[CH:21][N:22]([CH2:24][CH2:25][C:26]3[CH:30]=[CH:29][S:28][CH:27]=3)[CH:23]=2)[N:3]=1.[NH:31]1[CH2:36][CH2:35][O:34][CH2:33][CH2:32]1, predict the reaction product. The product is: [F:17][C:14]1[CH:13]=[N:12][C:11]([C@@H:9]([NH:8][C:6]2[N:5]=[C:4]([NH:18][C:19]3[N:20]=[CH:21][N:22]([CH2:24][CH2:25][C:26]4[CH:30]=[CH:29][S:28][CH:27]=4)[CH:23]=3)[N:3]=[C:2]([N:31]3[CH2:36][CH2:35][O:34][CH2:33][CH2:32]3)[N:7]=2)[CH3:10])=[N:16][CH:15]=1. (2) Given the reactants [F:1][C:2]([F:13])([F:12])[C:3]1[CH:4]=[C:5]2[C:9](=[CH:10][CH:11]=1)[CH2:8][NH:7][CH2:6]2.[O:14]=[C:15]1[C:19]([C:26]2[CH:31]=[CH:30][CH:29]=[CH:28][CH:27]=2)([C:20]2[CH:25]=[CH:24][CH:23]=[CH:22][CH:21]=2)[CH2:18][CH2:17][N:16]1[CH2:32][C:33](O)=[O:34].Cl.C(N=C=NCCCN(C)C)C, predict the reaction product. The product is: [O:34]=[C:33]([N:7]1[CH2:6][C:5]2[C:9](=[CH:10][CH:11]=[C:3]([C:2]([F:1])([F:12])[F:13])[CH:4]=2)[CH2:8]1)[CH2:32][N:16]1[CH2:17][CH2:18][C:19]([C:26]2[CH:31]=[CH:30][CH:29]=[CH:28][CH:27]=2)([C:20]2[CH:25]=[CH:24][CH:23]=[CH:22][CH:21]=2)[C:15]1=[O:14]. (3) Given the reactants [O:1]=[C:2]1[C:8]2[CH:9]=[CH:10][CH:11]=[CH:12][C:7]=2[O:6][C:5]2[CH:13]=[CH:14][CH:15]=[CH:16][C:4]=2[N:3]1[CH2:17][C:18]1[CH:23]=[CH:22][C:21](/[CH:24]=[CH:25]/[C:26]([O:28][CH2:29][CH3:30])=[O:27])=[CH:20][CH:19]=1.[H][H], predict the reaction product. The product is: [O:1]=[C:2]1[C:8]2[CH:9]=[CH:10][CH:11]=[CH:12][C:7]=2[O:6][C:5]2[CH:13]=[CH:14][CH:15]=[CH:16][C:4]=2[N:3]1[CH2:17][C:18]1[CH:19]=[CH:20][C:21]([CH2:24][CH2:25][C:26]([O:28][CH2:29][CH3:30])=[O:27])=[CH:22][CH:23]=1. (4) Given the reactants [F:1][C:2]1[CH:3]=[C:4]2[C:9](=[CH:10][CH:11]=1)[N:8]=[C:7]([NH:12][C:13](=[O:17])OCC)[C:6]([O:18][CH3:19])=[N:5]2.[CH3:20][O:21][C:22]1[CH:23]=[C:24]([N:30]2[CH2:35][CH2:34][NH:33][CH2:32][CH2:31]2)[CH:25]=[C:26]([O:28][CH3:29])[CH:27]=1, predict the reaction product. The product is: [F:1][C:2]1[CH:3]=[C:4]2[C:9](=[CH:10][CH:11]=1)[N:8]=[C:7]([NH:12][C:13]([N:33]1[CH2:32][CH2:31][N:30]([C:24]3[CH:23]=[C:22]([O:21][CH3:20])[CH:27]=[C:26]([O:28][CH3:29])[CH:25]=3)[CH2:35][CH2:34]1)=[O:17])[C:6]([O:18][CH3:19])=[N:5]2. (5) Given the reactants [F:1][C:2]([F:17])([C:13]([F:16])([F:15])[F:14])[C:3]([F:12])([F:11])[C:4]([F:10])([F:9])[S:5](F)(=[O:7])=[O:6].CCN(CC)CC.[CH2:25]([CH:32]1[C:40]2[C:35](=[CH:36][CH:37]=[C:38]([OH:41])[CH:39]=2)[C:34](=[O:42])[NH:33]1)[C:26]1[CH:31]=[CH:30][CH:29]=[CH:28][CH:27]=1, predict the reaction product. The product is: [F:9][C:4]([F:10])([S:5]([O:41][C:38]1[CH:39]=[C:40]2[C:35](=[CH:36][CH:37]=1)[C:34](=[O:42])[NH:33][CH:32]2[CH2:25][C:26]1[CH:27]=[CH:28][CH:29]=[CH:30][CH:31]=1)(=[O:7])=[O:6])[C:3]([F:12])([F:11])[C:2]([F:17])([F:1])[C:13]([F:16])([F:15])[F:14]. (6) Given the reactants [NH2:1][C@H:2]1[CH2:7][CH2:6][C@H:5]([CH2:8][CH2:9][N:10]2[CH2:15][CH2:14][CH:13]([C:16]([C:18]3[CH:23]=[CH:22][C:21]([F:24])=[CH:20][C:19]=3[F:25])=[O:17])[CH2:12][CH2:11]2)[CH2:4][CH2:3]1.[Cl:26][C:27]1[CH:32]=[CH:31][C:30]([N:33]=[C:34]=[O:35])=[CH:29][CH:28]=1, predict the reaction product. The product is: [Cl:26][C:27]1[CH:32]=[CH:31][C:30]([NH:33][C:34]([NH:1][C@H:2]2[CH2:7][CH2:6][C@H:5]([CH2:8][CH2:9][N:10]3[CH2:11][CH2:12][CH:13]([C:16](=[O:17])[C:18]4[CH:23]=[CH:22][C:21]([F:24])=[CH:20][C:19]=4[F:25])[CH2:14][CH2:15]3)[CH2:4][CH2:3]2)=[O:35])=[CH:29][CH:28]=1. (7) Given the reactants C1(N(CCO)C(C2C(OCC3C=CC=CC=3)=C(O)N=C(CC3(N4C5=NC=CC=C5C=C4)CCCC3)N=2)=O)CC1.[Si]([O:47][CH2:48][CH2:49][N:50]([CH:83]1[CH2:86][O:85][CH2:84]1)[C:51]([C:53]1[C:58]([O:59][CH2:60][C:61]2[CH:66]=[CH:65][CH:64]=[CH:63][CH:62]=2)=[C:57]([OH:67])[N:56]=[C:55]([CH2:68][C:69]2([N:74]3[C:78]4=[N:79][CH:80]=[CH:81][CH:82]=[C:77]4[CH:76]=[CH:75]3)[CH2:73][CH2:72][CH2:71][CH2:70]2)[N:54]=1)=[O:52])(C(C)(C)C)(C)C, predict the reaction product. The product is: [OH:47][CH2:48][CH2:49][N:50]([CH:83]1[CH2:86][O:85][CH2:84]1)[C:51]([C:53]1[C:58]([O:59][CH2:60][C:61]2[CH:62]=[CH:63][CH:64]=[CH:65][CH:66]=2)=[C:57]([OH:67])[N:56]=[C:55]([CH2:68][C:69]2([N:74]3[C:78]4=[N:79][CH:80]=[CH:81][CH:82]=[C:77]4[CH:76]=[CH:75]3)[CH2:73][CH2:72][CH2:71][CH2:70]2)[N:54]=1)=[O:52]. (8) Given the reactants F[C:2]1[C:3]([C:8]2([OH:14])[CH2:13][CH2:12][O:11][CH2:10][CH2:9]2)=[N:4][CH:5]=[CH:6][N:7]=1.[S:15]1[C:19]2[CH:20]=[CH:21][CH:22]=[CH:23][C:18]=2[N:17]=[C:16]1[NH:24][C:25]1[CH:30]=[CH:29][C:28]([OH:31])=[CH:27][CH:26]=1.C(=O)([O-])[O-].[Cs+].[Cs+], predict the reaction product. The product is: [S:15]1[C:19]2[CH:20]=[CH:21][CH:22]=[CH:23][C:18]=2[N:17]=[C:16]1[NH:24][C:25]1[CH:30]=[CH:29][C:28]([O:31][C:2]2[C:3]([C:8]3([OH:14])[CH2:13][CH2:12][O:11][CH2:10][CH2:9]3)=[N:4][CH:5]=[CH:6][N:7]=2)=[CH:27][CH:26]=1. (9) Given the reactants [Si:1]([O:8][C@@H:9]1[C:13]([CH2:16][OH:17])([CH2:14][OH:15])[O:12][C@@H:11]([N:18]2[C:22]3[N:23]=[C:24]([NH:36][C:37](=[O:44])[C:38]4[CH:43]=[CH:42][CH:41]=[CH:40][CH:39]=4)[N:25]=[C:26]([NH:27][C:28](=[O:35])[C:29]4[CH:34]=[CH:33][CH:32]=[CH:31][CH:30]=4)[C:21]=3[CH:20]=[CH:19]2)[CH2:10]1)([C:4]([CH3:7])([CH3:6])[CH3:5])([CH3:3])[CH3:2], predict the reaction product. The product is: [Si:1]([O:8][C@@H:9]1[C@@:13]([CH:14]=[O:15])([CH2:16][OH:17])[O:12][C@@H:11]([N:18]2[C:22]3[N:23]=[C:24]([NH:36][C:37](=[O:44])[C:38]4[CH:43]=[CH:42][CH:41]=[CH:40][CH:39]=4)[N:25]=[C:26]([NH:27][C:28](=[O:35])[C:29]4[CH:30]=[CH:31][CH:32]=[CH:33][CH:34]=4)[C:21]=3[CH:20]=[CH:19]2)[CH2:10]1)([C:4]([CH3:5])([CH3:6])[CH3:7])([CH3:2])[CH3:3].